Dataset: Reaction yield outcomes from USPTO patents with 853,638 reactions. Task: Predict the reaction yield, written as a fraction of the theoretical maximum amount of product (1.0 means a 100% yield; for example, 0.34 means a 34% yield). (1) The reactants are [C:1]([N:4]1[C:13]2[C:8](=[CH:9][C:10]([C:14]([O:16][CH2:17][CH3:18])=[O:15])=[CH:11][CH:12]=2)[C@@H:7]([O:19]C(=O)C2C=CC=CC=2)[CH2:6][C@@H:5]1[CH3:28])(=[O:3])[CH3:2].C(=O)([O-])[O-].[K+].[K+]. The catalyst is C(O)C. The product is [C:1]([N:4]1[C:13]2[C:8](=[CH:9][C:10]([C:14]([O:16][CH2:17][CH3:18])=[O:15])=[CH:11][CH:12]=2)[C@@H:7]([OH:19])[CH2:6][C@@H:5]1[CH3:28])(=[O:3])[CH3:2]. The yield is 0.382. (2) The reactants are [C:1]([O:5][C:6]([N:8]1[CH2:13][CH2:12][C:11](=O)[CH2:10][CH2:9]1)=[O:7])([CH3:4])([CH3:3])[CH3:2].[NH:15]1[CH2:19][CH2:18][CH2:17][C@@H:16]1[CH2:20][OH:21].C(O)(=O)C.C(=O)([O-])[O-].[Na+].[Na+]. The catalyst is CCO.ClCCCl. The product is [C:1]([O:5][C:6]([N:8]1[CH2:13][CH2:12][CH:11]([N:15]2[CH2:19][CH2:18][CH2:17][C@@H:16]2[CH2:20][OH:21])[CH2:10][CH2:9]1)=[O:7])([CH3:4])([CH3:3])[CH3:2]. The yield is 0.900. (3) The reactants are [CH3:1][O:2][C:3]1[CH:4]=[C:5]([CH:8]=[CH:9][C:10]=1[O:11][CH3:12])[CH:6]=[CH2:7].C([SiH](CC)CC)C.C(OCC)C. The catalyst is C1C=CC=CC=1. The product is [CH3:1][O:2][C:3]1[CH:4]=[C:5]([CH2:6][CH3:7])[CH:8]=[CH:9][C:10]=1[O:11][CH3:12]. The yield is 0.570. (4) The reactants are Br[C:2]1[CH:3]=[C:4]2[C:8](=[CH:9][CH:10]=1)[N:7]([C:11]1[CH:16]=[CH:15][N:14]=[C:13]([NH2:17])[N:12]=1)[CH:6]=[CH:5]2.[OH2:18]. No catalyst specified. The product is [NH2:17][C:13]1[N:12]=[C:11]([N:7]2[C:8]3[C:4](=[CH:3][C:2]([C:6]([NH:7][C:8]4[CH:9]=[CH:10][CH:2]=[CH:3][CH:4]=4)=[O:18])=[CH:10][CH:9]=3)[CH:5]=[CH:6]2)[CH:16]=[CH:15][N:14]=1. The yield is 0.110. (5) The reactants are [NH2:1][C:2]1[N:11]=[CH:10][C:9]2[C:8](SC)=[N:7][CH:6]=[N:5][C:4]=2[CH:3]=1.[CH3:14][C:15]([NH:17][C:18]1[CH:23]=[CH:22][C:21]([NH2:24])=[CH:20][CH:19]=1)=[O:16]. No catalyst specified. The product is [NH2:1][C:2]1[N:11]=[CH:10][C:9]2[C:8]([NH:24][C:21]3[CH:20]=[CH:19][C:18]([NH:17][C:15](=[O:16])[CH3:14])=[CH:23][CH:22]=3)=[N:7][CH:6]=[N:5][C:4]=2[CH:3]=1. The yield is 0.520.